Dataset: Catalyst prediction with 721,799 reactions and 888 catalyst types from USPTO. Task: Predict which catalyst facilitates the given reaction. (1) Reactant: [CH3:1][C@H:2]1[CH2:7][C@@H:6]([C:8]([OH:10])=O)[C@H:5]([C:11]([CH3:13])=[CH2:12])[CH2:4][CH2:3]1.[I-].Cl[C:16]1[CH:21]=CC=C[N+:17]=1C.C(N)C.C(N(CC)CC)C. Product: [CH2:16]([NH:17][C:8]([C@@H:6]1[CH2:7][C@H:2]([CH3:1])[CH2:3][CH2:4][C@H:5]1[C:11]([CH3:13])=[CH2:12])=[O:10])[CH3:21]. The catalyst class is: 665. (2) Reactant: [OH-].[Li+].[CH3:3][O:4][C:5]1[CH:6]=[C:7]([CH:10]=[CH:11][C:12]=1[N:13]1[CH:17]=[C:16]([CH3:18])[N:15]=[CH:14]1)[CH:8]=O.[F:19][C:20]1[CH:21]=[C:22]([C@H:27]2[N:31]3[C:32](=[O:45])[CH:33](P(=O)(OCC)OCC)[CH2:34][CH2:35][CH2:36][C@H:30]3[CH2:29][CH2:28]2)[CH:23]=[CH:24][C:25]=1[F:26].C(O)C. Product: [F:19][C:20]1[CH:21]=[C:22]([C@H:27]2[N:31]3[C:32](=[O:45])/[C:33](=[CH:8]/[C:7]4[CH:10]=[CH:11][C:12]([N:13]5[CH:17]=[C:16]([CH3:18])[N:15]=[CH:14]5)=[C:5]([O:4][CH3:3])[CH:6]=4)/[CH2:34][CH2:35][CH2:36][C@H:30]3[CH2:29][CH2:28]2)[CH:23]=[CH:24][C:25]=1[F:26]. The catalyst class is: 7. (3) Reactant: Br[C:2]1[C:11]([CH3:12])=[CH:10][C:9]2[C:4](=[CH:5][CH:6]=[C:7]([CH3:13])[CH:8]=2)[C:3]=1[OH:14].CCN(CC)CC. Product: [CH3:12][C:11]1[CH:2]=[C:3]([OH:14])[C:4]2[C:9]([CH:10]=1)=[CH:8][C:7]([CH3:13])=[CH:6][CH:5]=2. The catalyst class is: 50. (4) Reactant: C[O:2][C:3]1[C:8]([O:9][CH3:10])=[CH:7][C:6]([C:11]2[CH:16]=[CH:15][C:14]([O:17][CH3:18])=[CH:13][CH:12]=2)=[CH:5][N:4]=1.Br[CH2:20][C:21]1[CH:26]=[CH:25][C:24]([Cl:27])=[CH:23][C:22]=1[F:28]. Product: [Cl:27][C:24]1[CH:25]=[CH:26][C:21]([CH2:20][N:4]2[CH:5]=[C:6]([C:11]3[CH:16]=[CH:15][C:14]([O:17][CH3:18])=[CH:13][CH:12]=3)[CH:7]=[C:8]([O:9][CH3:10])[C:3]2=[O:2])=[C:22]([F:28])[CH:23]=1. The catalyst class is: 10. (5) Reactant: [C:1]([C:5]1[CH:9]=[C:8]([C:10]([O:12][CH2:13][CH3:14])=[O:11])[NH:7][N:6]=1)([CH3:4])([CH3:3])[CH3:2].[OH:15][CH2:16][C:17]1[CH:18]=[C:19](B(O)O)[CH:20]=[CH:21][CH:22]=1.N1C=CC=CC=1. Product: [C:1]([C:5]1[CH:9]=[C:8]([C:10]([O:12][CH2:13][CH3:14])=[O:11])[N:7]([C:21]2[CH:20]=[CH:19][CH:18]=[C:17]([CH2:16][OH:15])[CH:22]=2)[N:6]=1)([CH3:4])([CH3:2])[CH3:3]. The catalyst class is: 302. (6) Reactant: [BrH:1].C(O)(=O)C.O.[CH3:7][C:8]1[CH:9]=[CH:10][C:11]([NH:14][CH:15]2[CH2:20][CH2:19][N:18](C(OCC)=O)[CH2:17][CH2:16]2)=[N:12][CH:13]=1.CO. Product: [BrH:1].[BrH:1].[CH3:7][C:8]1[CH:9]=[CH:10][C:11]([NH:14][CH:15]2[CH2:20][CH2:19][NH:18][CH2:17][CH2:16]2)=[N:12][CH:13]=1. The catalyst class is: 342. (7) Reactant: [C:1]([C:3]1[C:4]([CH:18]([O:29][CH3:30])[C:19]2[CH:28]=[CH:27][C:26]3[C:21](=[CH:22][CH:23]=[CH:24][CH:25]=3)[CH:20]=2)=[C:5]([C:14]([O:16]C)=[O:15])[S:6][C:7]=1[N:8]1[CH2:13][CH2:12][O:11][CH2:10][CH2:9]1)#[N:2].O1CCCC1.[OH-].[Na+].O. Product: [C:1]([C:3]1[C:4]([CH:18]([O:29][CH3:30])[C:19]2[CH:28]=[CH:27][C:26]3[C:21](=[CH:22][CH:23]=[CH:24][CH:25]=3)[CH:20]=2)=[C:5]([C:14]([OH:16])=[O:15])[S:6][C:7]=1[N:8]1[CH2:13][CH2:12][O:11][CH2:10][CH2:9]1)#[N:2]. The catalyst class is: 5. (8) Reactant: C(OC(=O)[NH:7][C:8]1[CH:13]=[C:12]([F:14])[C:11]([C:15]([F:18])([F:17])[F:16])=[CH:10][C:9]=1[NH:19][C:20](=[O:43])[CH2:21][C:22](=O)[C:23]1[CH:28]=[CH:27][CH:26]=[C:25]([N:29]2[C:33]([CH2:34][O:35]C3CCCCO3)=[CH:32][N:31]=[N:30]2)[CH:24]=1)(C)(C)C.C(O)(C(F)(F)F)=O. The catalyst class is: 2. Product: [F:14][C:12]1[C:11]([C:15]([F:18])([F:17])[F:16])=[CH:10][C:9]2[NH:19][C:20](=[O:43])[CH2:21][C:22]([C:23]3[CH:28]=[CH:27][CH:26]=[C:25]([N:29]4[C:33]([CH2:34][OH:35])=[CH:32][N:31]=[N:30]4)[CH:24]=3)=[N:7][C:8]=2[CH:13]=1. (9) Reactant: [CH3:1][C:2]([OH:7])([CH3:6])[CH2:3][CH2:4][OH:5].[C:8](OC(=O)C)(=[O:10])[CH3:9]. Product: [C:8]([O:5][CH2:4][CH2:3][C:2]([OH:7])([CH3:6])[CH3:1])(=[O:10])[CH3:9]. The catalyst class is: 2. (10) Reactant: [NH2:1][C:2]1[C:7]2[CH:8]=[CH:9][N:10]([C:11]([C:13]3[C:18]([Cl:19])=[CH:17][CH:16]=[CH:15][C:14]=3[Cl:20])=[O:12])[C:6]=2[CH:5]=[CH:4][N:3]=1.C(N(CC)CC)C.[C:28](Cl)(=[O:30])[CH3:29].C(OCC)(=O)C. The catalyst class is: 7. Product: [Cl:20][C:14]1[CH:15]=[CH:16][CH:17]=[C:18]([Cl:19])[C:13]=1[C:11]([N:10]1[C:6]2[CH:5]=[CH:4][N:3]=[C:2]([NH:1][C:28](=[O:30])[CH3:29])[C:7]=2[CH:8]=[CH:9]1)=[O:12].